The task is: Predict which catalyst facilitates the given reaction.. This data is from Catalyst prediction with 721,799 reactions and 888 catalyst types from USPTO. (1) Reactant: [CH3:1][O:2][C:3](=[O:12])[C:4]1[CH:9]=[CH:8][C:7](Br)=[C:6]([CH3:11])[CH:5]=1.[B:13]1([B:13]2[O:17][C:16]([CH3:19])([CH3:18])[C:15]([CH3:21])([CH3:20])[O:14]2)[O:17][C:16]([CH3:19])([CH3:18])[C:15]([CH3:21])([CH3:20])[O:14]1.C([O-])(=O)C.[K+]. Product: [CH3:1][O:2][C:3](=[O:12])[C:4]1[CH:9]=[CH:8][C:7]([B:13]2[O:17][C:16]([CH3:19])([CH3:18])[C:15]([CH3:21])([CH3:20])[O:14]2)=[C:6]([CH3:11])[CH:5]=1. The catalyst class is: 752. (2) The catalyst class is: 9. Reactant: [Br:1][C:2]1[CH:7]=[CH:6][C:5]([O:8][CH3:9])=[CH:4][C:3]=1[CH2:10][NH2:11].[Cl:12][C:13]1[N:18]=[C:17](Cl)[C:16]([Cl:20])=[CH:15][N:14]=1.C(=O)([O-])[O-].[K+].[K+]. Product: [Br:1][C:2]1[CH:7]=[CH:6][C:5]([O:8][CH3:9])=[CH:4][C:3]=1[CH2:10][NH:11][C:15]1[C:16]([Cl:20])=[CH:17][N:18]=[C:13]([Cl:12])[N:14]=1. (3) Reactant: [Cl:1][C:2]1[CH:7]=[C:6]([Cl:8])[CH:5]=[CH:4][C:3]=1[C:9]1[N:14]=[C:13]([N:15]([CH3:23])[C:16]([CH2:18][C:19]([O:21][CH3:22])=[O:20])=[O:17])[C:12]([C:24]#[N:25])=[CH:11][C:10]=1[C:26]1[CH:31]=[CH:30][C:29]([Cl:32])=[CH:28][CH:27]=1.N. Product: [NH2:25][C:24]1[C:12]2[C:13](=[N:14][C:9]([C:3]3[CH:4]=[CH:5][C:6]([Cl:8])=[CH:7][C:2]=3[Cl:1])=[C:10]([C:26]3[CH:31]=[CH:30][C:29]([Cl:32])=[CH:28][CH:27]=3)[CH:11]=2)[N:15]([CH3:23])[C:16](=[O:17])[C:18]=1[C:19]([O:21][CH3:22])=[O:20]. The catalyst class is: 36. (4) Reactant: [C:1]([O:5][C:6]([NH:8][CH2:9][C@H:10]([OH:14])[C:11]([OH:13])=[O:12])=[O:7])([CH3:4])([CH3:3])[CH3:2].[C:15](=O)(O)[O-].[Na+].IC. Product: [C:1]([O:5][C:6]([NH:8][CH2:9][C@H:10]([OH:14])[C:11]([O:13][CH3:15])=[O:12])=[O:7])([CH3:4])([CH3:2])[CH3:3]. The catalyst class is: 42. (5) Reactant: [CH2:1]([O:3][C:4]([C:6]1[C:7](O)=[N:8][C:9]([S:13][CH3:14])=[N:10][C:11]=1[CH3:12])=[O:5])[CH3:2].C(Cl)(=O)C([Cl:19])=O.CN(C)C=O. Product: [CH2:1]([O:3][C:4]([C:6]1[C:7]([Cl:19])=[N:8][C:9]([S:13][CH3:14])=[N:10][C:11]=1[CH3:12])=[O:5])[CH3:2]. The catalyst class is: 4. (6) Reactant: [CH2:1]([O:3][C:4]([C:6]1[C:7](O)=[N:8][C:9]2[C:14]([C:15]=1[CH3:16])=[CH:13][CH:12]=[C:11]([C:17]([CH3:20])([CH3:19])[CH3:18])[CH:10]=2)=[O:5])[CH3:2].O=P(Cl)(Cl)[Cl:24].C([O-])(O)=O.[Na+]. Product: [CH2:1]([O:3][C:4]([C:6]1[C:7]([Cl:24])=[N:8][C:9]2[C:14]([C:15]=1[CH3:16])=[CH:13][CH:12]=[C:11]([C:17]([CH3:20])([CH3:19])[CH3:18])[CH:10]=2)=[O:5])[CH3:2]. The catalyst class is: 6. (7) Reactant: [CH2:1]([O:3][C:4](=[O:45])[C@@H:5]([NH:37]C(OC(C)(C)C)=O)[CH2:6][CH2:7][C:8](=[O:36])[NH:9][C:10]1[C:15]([C:16]2[O:20][N:19]=[C:18]([CH2:21][C:22]3[CH:27]=[CH:26][C:25]([CH2:28][O:29][C:30]4[CH:35]=[CH:34][CH:33]=[CH:32][N:31]=4)=[CH:24][CH:23]=3)[CH:17]=2)=[CH:14][CH:13]=[CH:12][N:11]=1)[CH3:2].FC(F)(F)C(O)=O. Product: [CH2:1]([O:3][C:4](=[O:45])[C@@H:5]([NH2:37])[CH2:6][CH2:7][C:8](=[O:36])[NH:9][C:10]1[C:15]([C:16]2[O:20][N:19]=[C:18]([CH2:21][C:22]3[CH:23]=[CH:24][C:25]([CH2:28][O:29][C:30]4[CH:35]=[CH:34][CH:33]=[CH:32][N:31]=4)=[CH:26][CH:27]=3)[CH:17]=2)=[CH:14][CH:13]=[CH:12][N:11]=1)[CH3:2]. The catalyst class is: 4. (8) Reactant: [CH:1]1[CH:2]=[CH:3][N:4]2[C:10]=1[CH:9]([C:11](OCC)=[O:12])[NH:8][C:7]1[CH:16]=[CH:17][CH:18]=[CH:19][C:6]=1[S:5]2(=[O:21])=[O:20].[H-].[Al+3].[Li+].[H-].[H-].[H-]. Product: [OH:12][CH2:11][CH:9]1[NH:8][C:7]2[CH:16]=[CH:17][CH:18]=[CH:19][C:6]=2[S:5](=[O:21])(=[O:20])[N:4]2[CH:3]=[CH:2][CH:1]=[C:10]12. The catalyst class is: 7.